From a dataset of Full USPTO retrosynthesis dataset with 1.9M reactions from patents (1976-2016). Predict the reactants needed to synthesize the given product. (1) Given the product [C:12]1([C:18]2([C:24]#[N:25])[CH2:19][CH2:20][N:21]([S:8]([C:5]3[CH:6]=[CH:7][C:2]([CH3:1])=[CH:3][CH:4]=3)(=[O:10])=[O:9])[CH2:22][CH2:23]2)[CH:13]=[CH:14][CH:15]=[CH:16][CH:17]=1, predict the reactants needed to synthesize it. The reactants are: [CH3:1][C:2]1[CH:7]=[CH:6][C:5]([S:8](Cl)(=[O:10])=[O:9])=[CH:4][CH:3]=1.[C:12]1([C:18]2([C:24]#[N:25])[CH2:23][CH2:22][NH:21][CH2:20][CH2:19]2)[CH:17]=[CH:16][CH:15]=[CH:14][CH:13]=1.C(N(CC)CC)C.O. (2) Given the product [Cl:11][C:4]1[CH:3]=[C:2]([NH:18][CH2:17][C:13]2[S:12][CH:16]=[CH:15][CH:14]=2)[C:7]([C:8]([NH2:10])=[O:9])=[CH:6][N:5]=1, predict the reactants needed to synthesize it. The reactants are: Cl[C:2]1[C:7]([C:8]([NH2:10])=[O:9])=[CH:6][N:5]=[C:4]([Cl:11])[CH:3]=1.[S:12]1[CH:16]=[CH:15][CH:14]=[C:13]1[CH2:17][NH2:18].CCN(C(C)C)C(C)C.O. (3) Given the product [N+:30]([C:29]1[C:24]([NH:16][CH:14]2[CH2:13][N:12]([C:3]3[CH:4]=[CH:5][C:6]4[C:11](=[CH:10][CH:9]=[CH:8][CH:7]=4)[N:2]=3)[CH2:15]2)=[N:25][CH:26]=[CH:27][CH:28]=1)([O-:32])=[O:31], predict the reactants needed to synthesize it. The reactants are: Cl.[N:2]1[C:11]2[C:6](=[CH:7][CH:8]=[CH:9][CH:10]=2)[CH:5]=[CH:4][C:3]=1[N:12]1[CH2:15][CH:14]([NH2:16])[CH2:13]1.C(=O)([O-])[O-].[Na+].[Na+].Cl[C:24]1[C:29]([N+:30]([O-:32])=[O:31])=[CH:28][CH:27]=[CH:26][N:25]=1. (4) Given the product [CH:15]([P:18]([CH2:2][C:3]1[N:8]=[C:7]([C:9]2[CH:14]=[CH:13][CH:12]=[CH:11][N:10]=2)[CH:6]=[CH:5][CH:4]=1)[CH:19]([CH3:21])[CH3:20])([CH3:17])[CH3:16], predict the reactants needed to synthesize it. The reactants are: Cl[CH2:2][C:3]1[N:8]=[C:7]([C:9]2[CH:14]=[CH:13][CH:12]=[CH:11][N:10]=2)[CH:6]=[CH:5][CH:4]=1.[CH:15]([PH:18][CH:19]([CH3:21])[CH3:20])([CH3:17])[CH3:16].C(N(CC)CC)C. (5) Given the product [NH2:23][C:8]1[N:7]=[C:6]([O:5][CH2:1][CH2:2][CH2:3][CH3:4])[N:14]=[C:13]2[C:9]=1[NH:10][C:11](=[O:21])[N:12]2[CH2:15][CH2:16][CH2:17][CH2:18][CH2:19][N:32]1[CH2:33][CH2:34][N:29]([CH:24]2[CH2:28][CH2:27][CH2:26][CH2:25]2)[CH2:30][CH2:31]1, predict the reactants needed to synthesize it. The reactants are: [CH2:1]([O:5][C:6]1[N:14]=[C:13]2[C:9]([N:10]=[C:11]([O:21]C)[N:12]2[CH2:15][CH2:16][CH2:17][CH2:18][CH2:19]Cl)=[C:8]([NH2:23])[N:7]=1)[CH2:2][CH2:3][CH3:4].[CH:24]1([N:29]2[CH2:34][CH2:33][NH:32][CH2:31][CH2:30]2)[CH2:28][CH2:27][CH2:26][CH2:25]1.